This data is from Catalyst prediction with 721,799 reactions and 888 catalyst types from USPTO. The task is: Predict which catalyst facilitates the given reaction. (1) Reactant: [OH:1][C:2]1[CH:11]=[CH:10][C:5]([C:6]([O:8][CH3:9])=[O:7])=[CH:4][CH:3]=1.[H-].[Na+].[Cl:14][C:15]1[CH:20]=[C:19]2[NH:21][C:22](=[O:44])[C:23]3([CH:27]([CH2:28][C:29]([CH3:32])([CH3:31])[CH3:30])[CH2:26][N:25]([C:33](Cl)=[O:34])[CH:24]3[C:36]3[CH:41]=[CH:40][CH:39]=[C:38]([Cl:42])[C:37]=3[F:43])[C:18]2=[CH:17][CH:16]=1.O. Product: [CH3:9][O:8][C:6]([C:5]1[CH:4]=[CH:3][C:2]([O:1][C:33]([N:25]2[CH2:26][CH:27]([CH2:28][C:29]([CH3:32])([CH3:31])[CH3:30])[C:23]3([C:18]4[C:19](=[CH:20][C:15]([Cl:14])=[CH:16][CH:17]=4)[NH:21][C:22]3=[O:44])[CH:24]2[C:36]2[CH:41]=[CH:40][CH:39]=[C:38]([Cl:42])[C:37]=2[F:43])=[O:34])=[CH:11][CH:10]=1)=[O:7]. The catalyst class is: 9. (2) Reactant: [Br:1][C:2]1[CH:10]=[C:9]2[C:5]([CH2:6][C:7](=[O:11])[NH:8]2)=[CH:4][CH:3]=1.[CH3:12][S:13]([C:16]1[C:17]([C:24]2[CH:29]=[CH:28][CH:27]=[CH:26][CH:25]=2)=[C:18]([CH:22]=O)[NH:19][C:20]=1[CH3:21])(=[O:15])=[O:14].CC1(C)C(C)(C)OB(C2C=CC=C3C=2C=CN3)O1.N1CCCCC1. Product: [Br:1][C:2]1[CH:10]=[C:9]2[C:5](/[C:6](=[CH:22]/[C:18]3[NH:19][C:20]([CH3:21])=[C:16]([S:13]([CH3:12])(=[O:15])=[O:14])[C:17]=3[C:24]3[CH:29]=[CH:28][CH:27]=[CH:26][CH:25]=3)/[C:7](=[O:11])[NH:8]2)=[CH:4][CH:3]=1. The catalyst class is: 8.